Dataset: Reaction yield outcomes from USPTO patents with 853,638 reactions. Task: Predict the reaction yield, written as a fraction of the theoretical maximum amount of product (1.0 means a 100% yield; for example, 0.34 means a 34% yield). The catalyst is CCCCCC. The yield is 0.380. The reactants are [Pb](Cl)Cl.C(OCC)C.[CH3:9][Si:10]([N:13]([Li])[Si:14]([CH3:17])([CH3:16])[CH3:15])([CH3:12])[CH3:11].CN(C)CC(C)(O)C. The product is [CH3:9][Si:10]([CH3:12])([CH3:11])[NH:13][Si:14]([CH3:17])([CH3:16])[CH3:15].